Dataset: CYP2C19 inhibition data for predicting drug metabolism from PubChem BioAssay. Task: Regression/Classification. Given a drug SMILES string, predict its absorption, distribution, metabolism, or excretion properties. Task type varies by dataset: regression for continuous measurements (e.g., permeability, clearance, half-life) or binary classification for categorical outcomes (e.g., BBB penetration, CYP inhibition). Dataset: cyp2c19_veith. The drug is NC(=O)c1cccc(N)c1. The result is 0 (non-inhibitor).